From a dataset of Catalyst prediction with 721,799 reactions and 888 catalyst types from USPTO. Predict which catalyst facilitates the given reaction. (1) Reactant: [CH3:1][O:2][C:3]1[CH:8]=[CH:7][C:6]([C@@H:9]2[C@@H:14]([O:15][CH2:16][C:17]3[CH:18]=[CH:19][C:20]4[O:25][CH2:24][CH2:23][N:22]([CH2:26][CH2:27][CH2:28][O:29][CH3:30])[C:21]=4[CH:31]=3)[CH2:13][N:12]([S:32]([C:35]3[CH:40]=[CH:39][C:38]([CH3:41])=[CH:37][CH:36]=3)(=[O:34])=[O:33])[C@@H:11]([CH2:42][C:43](=[O:46])[CH:44]=[CH2:45])[CH2:10]2)=[CH:5][CH:4]=1.C(N1CCN2CCN(C(CC)C)P1N(C(CC)C)CC2)(CC)C.[CH3:70][OH:71]. Product: [CH3:70][O:71][CH2:45][CH2:44][C:43](=[O:46])[CH2:42][C@H:11]1[CH2:10][C@H:9]([C:6]2[CH:7]=[CH:8][C:3]([O:2][CH3:1])=[CH:4][CH:5]=2)[C@@H:14]([O:15][CH2:16][C:17]2[CH:18]=[CH:19][C:20]3[O:25][CH2:24][CH2:23][N:22]([CH2:26][CH2:27][CH2:28][O:29][CH3:30])[C:21]=3[CH:31]=2)[CH2:13][N:12]1[S:32]([C:35]1[CH:40]=[CH:39][C:38]([CH3:41])=[CH:37][CH:36]=1)(=[O:34])=[O:33]. The catalyst class is: 33. (2) Reactant: [NH2:1][CH:2]([C:10]([OH:12])=[O:11])[CH2:3][CH2:4][CH2:5][NH:6][C:7](=[NH:9])[NH2:8].OO.[Ce:15].N[C@H](C(O)=O)CCCNC(=N)N.[N+]([O-])(O)=O. Product: [NH2:1][CH:2]([C:10]([OH:12])=[O:11])[CH2:3][CH2:4][CH2:5][NH:6][C:7](=[NH:8])[NH2:9].[Ce:15]. The catalyst class is: 6.